Dataset: Full USPTO retrosynthesis dataset with 1.9M reactions from patents (1976-2016). Task: Predict the reactants needed to synthesize the given product. (1) Given the product [C:9]([C:8]1[CH:11]=[C:12](/[CH:15]=[CH:16]/[CH:17]([C:22]2[CH:23]=[C:24]([Cl:30])[C:25]([Cl:29])=[C:26]([Cl:28])[CH:27]=2)[C:18]([F:19])([F:20])[F:21])[CH:13]=[CH:14][C:7]=1[N:4]1[CH:5]=[N:6][C:2]([NH:1][C:34]([CH:31]2[CH2:33][CH2:32]2)=[O:35])=[N:3]1)#[N:10], predict the reactants needed to synthesize it. The reactants are: [NH2:1][C:2]1[N:6]=[CH:5][N:4]([C:7]2[CH:14]=[CH:13][C:12](/[CH:15]=[CH:16]/[CH:17]([C:22]3[CH:27]=[C:26]([Cl:28])[C:25]([Cl:29])=[C:24]([Cl:30])[CH:23]=3)[C:18]([F:21])([F:20])[F:19])=[CH:11][C:8]=2[C:9]#[N:10])[N:3]=1.[CH:31]1([C:34](Cl)=[O:35])[CH2:33][CH2:32]1. (2) Given the product [I-:17].[NH2:1][C:2]1[CH:7]=[C:6]([F:8])[CH:5]=[CH:4][C:3]=1[N+:9]1[C:13]([CH3:14])=[CH:12][S:11][C:10]=1[S:15][CH3:16], predict the reactants needed to synthesize it. The reactants are: [NH2:1][C:2]1[CH:7]=[C:6]([F:8])[CH:5]=[CH:4][C:3]=1[N:9]1[C:13]([CH3:14])=[CH:12][S:11][C:10]1=[S:15].[CH3:16][I:17]. (3) Given the product [C:12]([C:11](=[CH:4][C:3]1[CH:6]=[CH:7][CH:8]=[CH:9][C:2]=1[F:1])[C:10]([O:16][CH2:17][CH2:18][O:19][CH3:20])=[O:15])(=[O:13])[CH3:14], predict the reactants needed to synthesize it. The reactants are: [F:1][C:2]1[CH:9]=[CH:8][CH:7]=[CH:6][C:3]=1[CH:4]=O.[C:10]([O:16][CH2:17][CH2:18][O:19][CH3:20])(=[O:15])[CH2:11][C:12]([CH3:14])=[O:13].N1CCCCC1.C(O)(=O)C. (4) Given the product [C:1]([O:4][C@H:5]1[C@@H:10]([O:11][C:12](=[O:14])[CH3:13])[C@H:9]([O:15][C:16](=[O:18])[CH3:17])[C@@H:8]([CH2:19][O:20][C:21](=[O:23])[CH3:22])[O:7][C@@H:6]1[O:24][C:25]1[CH:30]=[CH:29][C:28]([C:31]2[CH:32]=[CH:33][C:34]([C:37]3[NH:46][N:45]=[N:44][N:38]=3)=[CH:35][CH:36]=2)=[CH:27][C:26]=1[Cl:39])(=[O:3])[CH3:2], predict the reactants needed to synthesize it. The reactants are: [C:1]([O:4][C@H:5]1[C@@H:10]([O:11][C:12](=[O:14])[CH3:13])[C@H:9]([O:15][C:16](=[O:18])[CH3:17])[C@@H:8]([CH2:19][O:20][C:21](=[O:23])[CH3:22])[O:7][C@@H:6]1[O:24][C:25]1[CH:30]=[CH:29][C:28]([C:31]2[CH:36]=[CH:35][C:34]([C:37]#[N:38])=[CH:33][CH:32]=2)=[CH:27][C:26]=1[Cl:39])(=[O:3])[CH3:2].C[Si]([N:44]=[N+:45]=[N-:46])(C)C.[F-].C([N+](CCCC)(CCCC)CCCC)CCC.C1COCC1.